The task is: Predict the reaction yield, written as a fraction of the theoretical maximum amount of product (1.0 means a 100% yield; for example, 0.34 means a 34% yield).. This data is from Reaction yield outcomes from USPTO patents with 853,638 reactions. (1) The reactants are C(OC([N:8]1[CH2:13][CH2:12][C:11]([CH2:30][CH2:31][O:32][C:33](=[O:35])[CH3:34])([S:14][C:15]2[CH:20]=[C:19]([C:21]([CH3:24])([CH3:23])[CH3:22])[C:18]([OH:25])=[C:17]([C:26]([CH3:29])([CH3:28])[CH3:27])[CH:16]=2)[CH2:10][CH2:9]1)=O)(C)(C)C.[ClH:36]. The catalyst is O1CCOCC1. The product is [ClH:36].[C:26]([C:17]1[CH:16]=[C:15]([S:14][C:11]2([CH2:30][CH2:31][O:32][C:33](=[O:35])[CH3:34])[CH2:10][CH2:9][NH:8][CH2:13][CH2:12]2)[CH:20]=[C:19]([C:21]([CH3:24])([CH3:23])[CH3:22])[C:18]=1[OH:25])([CH3:27])([CH3:28])[CH3:29]. The yield is 1.00. (2) The reactants are [Br:1][C:2]1[CH:7]=[C:6]([C:8]([CH3:11])([CH3:10])[CH3:9])[CH:5]=[CH:4][C:3]=1[NH2:12].[N+:13]([O-])([O-:15])=[O:14].[K+]. The catalyst is OS(O)(=O)=O. The product is [Br:1][C:2]1[CH:7]=[C:6]([C:8]([CH3:9])([CH3:11])[CH3:10])[C:5]([N+:13]([O-:15])=[O:14])=[CH:4][C:3]=1[NH2:12]. The yield is 0.780. (3) The reactants are CN(C(ON1N=[N:16][C:11]2[CH:12]=CC=N[C:10]1=2)=[N+](C)C)C.F[P-](F)(F)(F)(F)F.[O:25]([C:32]1[CH:33]=[C:34]([CH:49]=[CH:50][CH:51]=1)[CH2:35][NH:36][C:37]1[CH:42]=[CH:41][C:40]([C@@H:43]2[CH2:45][C@H:44]2[C:46](O)=[O:47])=[CH:39][CH:38]=1)[C:26]1[CH:31]=[CH:30][CH:29]=[CH:28][CH:27]=1.C(N)(C)C.CCCCCC. The catalyst is CN(C)C=O.O.C(OCC)(=O)C. The product is [CH3:10][CH:11]([NH:16][C:46]([C@@H:44]1[CH2:45][C@H:43]1[C:40]1[CH:39]=[CH:38][C:37]([NH:36][CH2:35][C:34]2[CH:49]=[CH:50][CH:51]=[C:32]([O:25][C:26]3[CH:31]=[CH:30][CH:29]=[CH:28][CH:27]=3)[CH:33]=2)=[CH:42][CH:41]=1)=[O:47])[CH3:12]. The yield is 0.610. (4) The reactants are Cl[C:2](OC1C=CC=CC=1)=[O:3].[NH2:11][C:12]1[CH:17]=[C:16]([CH:18]=[C:19]2[C:25]3[CH:26]=[CH:27][CH:28]=[CH:29][C:24]=3[CH2:23][CH2:22][C:21]3[CH:30]=[CH:31][CH:32]=[CH:33][C:20]2=3)[CH:15]=[CH:14][C:13]=1[OH:34].C([O-])(O)=O.[Na+].[OH-].[Na+].Cl. The catalyst is O.CO. The product is [CH:29]1[C:24]2[CH2:23][CH2:22][C:21]3[CH:30]=[CH:31][CH:32]=[CH:33][C:20]=3[C:19](=[CH:18][C:16]3[CH:15]=[CH:14][C:13]4[O:34][C:2](=[O:3])[NH:11][C:12]=4[CH:17]=3)[C:25]=2[CH:26]=[CH:27][CH:28]=1. The yield is 0.130. (5) The reactants are I[C:2]1[CH:8]=[CH:7][C:5]([NH2:6])=[CH:4][CH:3]=1.[CH3:9][O:10][CH2:11][CH2:12][OH:13].C(=O)([O-])[O-].[Cs+].[Cs+].N1C2C(=CC=C3C=2N=CC=C3)C=CC=1. The catalyst is C1(C)C=CC=CC=1.[Cu](I)I. The product is [CH3:9][O:10][CH2:11][CH2:12][O:13][C:2]1[CH:8]=[CH:7][C:5]([NH2:6])=[CH:4][CH:3]=1. The yield is 0.0530. (6) The reactants are [Br:1][C:2]1[CH:3]=[C:4]([C:8]2([C:15]3[CH:19]=[CH:18][O:17][CH:16]=3)[C:12](=S)S[C:10](=[S:14])[NH:9]2)[CH:5]=[CH:6][CH:7]=1.[NH2:20][CH2:21][CH2:22][CH2:23][NH2:24]. The catalyst is C(O)C. The product is [Br:1][C:2]1[CH:3]=[C:4]([C:8]2([C:15]3[CH:19]=[CH:18][O:17][CH:16]=3)[C:12]3=[N:24][CH2:23][CH2:22][CH2:21][N:20]3[C:10](=[S:14])[NH:9]2)[CH:5]=[CH:6][CH:7]=1. The yield is 0.610.